The task is: Predict the reaction yield, written as a fraction of the theoretical maximum amount of product (1.0 means a 100% yield; for example, 0.34 means a 34% yield).. This data is from Reaction yield outcomes from USPTO patents with 853,638 reactions. The reactants are [CH3:1][C:2]1[CH:3]=[C:4]([CH:7]=[C:8]([CH3:22])[C:9]=1[O:10][C:11]1[CH:16]=[CH:15][C:14]([O:17][CH3:18])=[C:13]([CH:19]([CH3:21])[CH3:20])[CH:12]=1)[CH2:5]O.P(Br)(Br)[Br:24]. The catalyst is COCCOC. The product is [CH3:1][C:2]1[CH:3]=[C:4]([CH:7]=[C:8]([CH3:22])[C:9]=1[O:10][C:11]1[CH:16]=[CH:15][C:14]([O:17][CH3:18])=[C:13]([CH:19]([CH3:21])[CH3:20])[CH:12]=1)[CH2:5][Br:24]. The yield is 0.820.